Dataset: Catalyst prediction with 721,799 reactions and 888 catalyst types from USPTO. Task: Predict which catalyst facilitates the given reaction. (1) Reactant: [C:1]([OH:11])(=[O:10])[C@@H:2]([C:4]1[CH:9]=[CH:8][CH:7]=[CH:6][CH:5]=1)[OH:3].[NH2:12][C:13]1([CH3:27])[C:17]2([CH2:19][CH2:18]2)[CH2:16][N:15]([CH2:20][C:21]2[CH:26]=[CH:25][CH:24]=[CH:23][CH:22]=2)[CH2:14]1. Product: [C:1]([OH:11])(=[O:10])[C@@H:2]([C:4]1[CH:9]=[CH:8][CH:7]=[CH:6][CH:5]=1)[OH:3].[NH2:12][C:13]1([CH3:27])[C:17]2([CH2:19][CH2:18]2)[CH2:16][N:15]([CH2:20][C:21]2[CH:26]=[CH:25][CH:24]=[CH:23][CH:22]=2)[CH2:14]1. The catalyst class is: 11. (2) Reactant: [CH:1]1([C:4]2[N:5]=[C:6]3[CH:11]=[CH:10][C:9]([N:12]4[CH:17]=[CH:16][C:15]([OH:18])=[CH:14][C:13]4=[O:19])=[CH:8][N:7]3[C:20]=2[CH3:21])[CH2:3][CH2:2]1.Br[CH2:23][C:24]1[CH:29]=[CH:28][C:27]([C:30]([CH3:33])([CH3:32])[CH3:31])=[CH:26][CH:25]=1.C(=O)([O-])[O-].[K+].[K+].O. Product: [C:30]([C:27]1[CH:26]=[CH:25][C:24]([CH2:23][O:18][C:15]2[CH:16]=[CH:17][N:12]([C:9]3[CH:10]=[CH:11][C:6]4[N:7]([C:20]([CH3:21])=[C:4]([CH:1]5[CH2:3][CH2:2]5)[N:5]=4)[CH:8]=3)[C:13](=[O:19])[CH:14]=2)=[CH:29][CH:28]=1)([CH3:33])([CH3:31])[CH3:32]. The catalyst class is: 3. (3) Reactant: FC1C=C2C(=CC=1)NC=C2CCC1C2=C3C(=CC=C2OCC1N)N=CC=C3.Cl.Cl.CCOCC.Cl.Cl.[F:37][C:38]1[CH:39]=[C:40]2[C:44](=[CH:45][CH:46]=1)[NH:43][CH:42]=[C:41]2[CH2:47][CH2:48][N:49]([CH2:64][CH2:65][CH3:66])[CH:50]1[CH2:63][O:62][C:61]2[C:52](=[C:53]3[C:58](=[CH:59][CH:60]=2)[N:57]=[CH:56][CH:55]=[CH:54]3)[CH2:51]1. Product: [F:37][C:38]1[CH:39]=[C:40]2[C:44](=[CH:45][CH:46]=1)[NH:43][CH:42]=[C:41]2[CH2:47][CH2:48][N:49]([CH2:64][CH2:65][CH3:66])[CH:50]1[CH2:63][O:62][C:61]2[C:52](=[C:53]3[C:58](=[CH:59][CH:60]=2)[N:57]=[CH:56][CH:55]=[CH:54]3)[CH2:51]1. The catalyst class is: 13. (4) Reactant: [CH3:1][N:2]1[C:6]2[CH:7]=[C:8]([N+:11]([O-])=O)[CH:9]=[CH:10][C:5]=2[N:4]=[CH:3]1. Product: [CH3:1][N:2]1[C:6]2[CH:7]=[C:8]([NH2:11])[CH:9]=[CH:10][C:5]=2[N:4]=[CH:3]1. The catalyst class is: 29. (5) Reactant: C1(P(C2C=CC=CC=2)C2C=CC=CC=2)C=CC=CC=1.CC(OC(/N=N/C(OC(C)(C)C)=O)=O)(C)C.[N:36]1[CH:41]=[CH:40][CH:39]=[C:38]([CH2:42][OH:43])[CH:37]=1.[Br:44][C:45]1[CH:46]=[C:47]2[C:52](=[CH:53][C:54]=1O)[N:51]=[C:50]([NH:56][C:57]1[CH:62]=[CH:61][CH:60]=[C:59]([CH2:63][N:64]3[CH2:69][CH2:68][O:67][CH2:66][CH2:65]3)[CH:58]=1)[N:49]=[CH:48]2. Product: [Br:44][C:45]1[CH:46]=[C:47]2[C:52](=[CH:53][C:54]=1[O:43][CH2:42][C:38]1[CH:37]=[N:36][CH:41]=[CH:40][CH:39]=1)[N:51]=[C:50]([NH:56][C:57]1[CH:62]=[CH:61][CH:60]=[C:59]([CH2:63][N:64]3[CH2:65][CH2:66][O:67][CH2:68][CH2:69]3)[CH:58]=1)[N:49]=[CH:48]2. The catalyst class is: 1. (6) Reactant: Cl[CH2:2][C:3]1[N:12]=[C:11]([N:13]2[CH2:17][CH2:16][CH2:15][CH2:14]2)[C:10]2[C:5](=[CH:6][CH:7]=[CH:8][CH:9]=2)[N:4]=1.[N-:18]=[N+:19]=[N-:20].[Na+]. The catalyst class is: 9. Product: [N:18]([CH2:2][C:3]1[N:12]=[C:11]([N:13]2[CH2:17][CH2:16][CH2:15][CH2:14]2)[C:10]2[C:5](=[CH:6][CH:7]=[CH:8][CH:9]=2)[N:4]=1)=[N+:19]=[N-:20].